This data is from Reaction yield outcomes from USPTO patents with 853,638 reactions. The task is: Predict the reaction yield, written as a fraction of the theoretical maximum amount of product (1.0 means a 100% yield; for example, 0.34 means a 34% yield). (1) The reactants are [Na].Cl[C:3]1[N:11]=[C:10]2[C:6]([NH:7][CH:8]=[N:9]2)=[C:5]([NH2:12])[N:4]=1.O.[CH2:14]([OH:18])[CH2:15][CH2:16][CH3:17]. No catalyst specified. The product is [CH2:14]([O:18][C:3]1[N:11]=[C:10]2[C:6]([NH:7][CH:8]=[N:9]2)=[C:5]([NH2:12])[N:4]=1)[CH2:15][CH2:16][CH3:17]. The yield is 0.760. (2) The reactants are C([SiH2][O:6][C:7](C)(C)[C:8]1[CH:9]=[CH:10][C:11]([NH:14][C:15]2[N:16]=[CH:17][C:18]3[CH:23]=[C:22]([C:24]#[N:25])[N:21]([CH:26]4[CH2:30][CH2:29][CH2:28][CH2:27]4)[C:19]=3[N:20]=2)=[N:12][CH:13]=1)(C)(C)C.N1C=CC=CC=1.C([O-])(O)=O.[Na+]. The catalyst is C1COCC1.C(OCC)(=O)C. The product is [CH:26]1([N:21]2[C:19]3[N:20]=[C:15]([NH:14][C:11]4[CH:10]=[CH:9][C:8]([CH2:7][OH:6])=[CH:13][N:12]=4)[N:16]=[CH:17][C:18]=3[CH:23]=[C:22]2[C:24]#[N:25])[CH2:27][CH2:28][CH2:29][CH2:30]1. The yield is 0.530. (3) The reactants are N1C=CC=CC=1.[NH2:7][C:8]1[N:12]([C:13]([CH3:16])([CH3:15])[CH3:14])[N:11]=[C:10]([CH3:17])[C:9]=1[C:18]([NH2:20])=[O:19].Cl.[CH:22]([N:35]1[CH2:38][CH:37]([C:39](Cl)=O)[CH2:36]1)([C:29]1[CH:34]=[CH:33][CH:32]=[CH:31][CH:30]=1)[C:23]1[CH:28]=[CH:27][CH:26]=[CH:25][CH:24]=1.[OH-].[Na+]. The catalyst is CN(C)C1C=CN=CC=1.C(Cl)Cl. The product is [CH:22]([N:35]1[CH2:38][CH:37]([C:39]2[NH:20][C:18](=[O:19])[C:9]3[C:10]([CH3:17])=[N:11][N:12]([C:13]([CH3:14])([CH3:15])[CH3:16])[C:8]=3[N:7]=2)[CH2:36]1)([C:29]1[CH:30]=[CH:31][CH:32]=[CH:33][CH:34]=1)[C:23]1[CH:24]=[CH:25][CH:26]=[CH:27][CH:28]=1. The yield is 0.350. (4) The reactants are [Cl:1][C:2]1[CH:9]=[CH:8][C:5]([CH2:6][NH2:7])=[CH:4][CH:3]=1.C[Al](C)C.C[O:15][C:16]([C:18]1[C:23]([CH:24]([CH3:26])[CH3:25])=[N:22][C:21]([N:27]2[CH2:32][CH2:31][O:30][CH2:29][CH2:28]2)=[CH:20][N:19]=1)=O.[Cl-].[NH4+]. The catalyst is C1(C)C=CC=CC=1. The product is [Cl:1][C:2]1[CH:9]=[CH:8][C:5]([CH2:6][NH:7][C:16]([C:18]2[C:23]([CH:24]([CH3:26])[CH3:25])=[N:22][C:21]([N:27]3[CH2:32][CH2:31][O:30][CH2:29][CH2:28]3)=[CH:20][N:19]=2)=[O:15])=[CH:4][CH:3]=1. The yield is 0.610. (5) The reactants are [C:1]1([C:7]2[N:8]=[C:9]([NH:17][C:18](=[O:23])[C:19]([F:22])([F:21])[F:20])[C:10]([C:13]([O:15][CH3:16])=[O:14])=[N:11][CH:12]=2)[CH:6]=[CH:5][CH:4]=[CH:3][CH:2]=1.[C:24](=O)([O-])[O-].[K+].[K+].IC. The catalyst is CN(C=O)C.CCOC(C)=O. The product is [C:1]1([C:7]2[N:8]=[C:9]([N:17]([CH3:24])[C:18](=[O:23])[C:19]([F:22])([F:20])[F:21])[C:10]([C:13]([O:15][CH3:16])=[O:14])=[N:11][CH:12]=2)[CH:2]=[CH:3][CH:4]=[CH:5][CH:6]=1. The yield is 0.410. (6) The reactants are C(NC(C)C)(C)C.C([Li])CCC.[CH3:13][O:14][C:15]([CH:17]1[O:22][CH2:21][CH2:20][N:19]([C:23]([O:25][C:26]([CH3:29])([CH3:28])[CH3:27])=[O:24])[CH2:18]1)=[O:16].[CH:30](=[O:32])[CH3:31]. The catalyst is O1CCCC1. The product is [CH3:13][O:14][C:15]([C:17]1([CH:30]([OH:32])[CH3:31])[O:22][CH2:21][CH2:20][N:19]([C:23]([O:25][C:26]([CH3:29])([CH3:28])[CH3:27])=[O:24])[CH2:18]1)=[O:16]. The yield is 0.900.